Dataset: Catalyst prediction with 721,799 reactions and 888 catalyst types from USPTO. Task: Predict which catalyst facilitates the given reaction. (1) Reactant: [N+]([C:4]1[CH:9]=[CH:8][C:7]([S:10][C:11]2[CH:16]=[CH:15][C:14]([N+:17]([O-:19])=[O:18])=[CH:13][CH:12]=2)=[CH:6][CH:5]=1)([O-])=O.[K].FC1C=CC=CC=1[C:24]#[N:25]. Product: [N+:17]([C:14]1[CH:15]=[CH:16][C:11]([S:10][C:7]2[CH:8]=[CH:9][CH:4]=[CH:5][C:6]=2[C:24]#[N:25])=[CH:12][CH:13]=1)([O-:19])=[O:18]. The catalyst class is: 9. (2) Reactant: C(O[C:4](=[O:21])[CH2:5][CH:6]([NH:12][CH2:13][C:14]1[CH:19]=[CH:18][C:17]([F:20])=[CH:16][CH:15]=1)[CH2:7][CH2:8][CH:9]([CH3:11])[CH3:10])C.[CH3:22][S:23]([NH:26][C:27]1[CH:42]=[CH:41][C:30]2[NH:31][C:32]([CH2:37][C:38](O)=[O:39])=[N:33][S:34](=[O:36])(=[O:35])[C:29]=2[CH:28]=1)(=[O:25])=[O:24].Cl.CN(C)CCCN=C=NCC.CN1CCOCC1.[O-]CC.[Na+]. Product: [F:20][C:17]1[CH:16]=[CH:15][C:14]([CH2:13][N:12]2[CH:6]([CH2:7][CH2:8][CH:9]([CH3:10])[CH3:11])[CH2:5][C:4]([OH:21])=[C:37]([C:32]3[NH:33][S:34](=[O:35])(=[O:36])[C:29]4[CH:28]=[C:27]([NH:26][S:23]([CH3:22])(=[O:25])=[O:24])[CH:42]=[CH:41][C:30]=4[N:31]=3)[C:38]2=[O:39])=[CH:19][CH:18]=1. The catalyst class is: 9. (3) Reactant: [Cl:1][C:2]1[C:32]([Cl:33])=[CH:31][C:5]2[N:6]=[C:7]([C:9]3[CH:28]=[CH:27][C:12]([C:13]([NH:15][CH:16]4[CH2:21][C:20]([CH3:23])([CH3:22])[N:19]([CH3:24])[C:18]([CH3:26])([CH3:25])[CH2:17]4)=[O:14])=[CH:11][C:10]=3[O:29][CH3:30])[NH:8][C:4]=2[CH:3]=1.[OH-].[K+].I[CH3:37]. Product: [Cl:1][C:2]1[C:32]([Cl:33])=[CH:31][C:5]2[N:6]([CH3:37])[C:7]([C:9]3[CH:28]=[CH:27][C:12]([C:13]([NH:15][CH:16]4[CH2:21][C:20]([CH3:23])([CH3:22])[N:19]([CH3:24])[C:18]([CH3:25])([CH3:26])[CH2:17]4)=[O:14])=[CH:11][C:10]=3[O:29][CH3:30])=[N:8][C:4]=2[CH:3]=1. The catalyst class is: 21. (4) Reactant: [C:1]([C:3]1[CH:4]=[C:5]([C:14]2[CH:19]=[CH:18][C:17]([F:20])=[C:16]([F:21])[CH:15]=2)[CH:6]=[CH:7][C:8]=1[N:9]=[CH:10][N:11](C)C)#[N:2].N1C=C([C:27]2[CH:33]=[CH:32][C:30]([NH2:31])=[CH:29][CH:28]=2)N=N1. Product: [F:21][C:16]1[CH:15]=[C:14]([C:5]2[CH:4]=[C:3]3[C:8](=[CH:7][CH:6]=2)[N:9]=[CH:10][N:11]=[C:1]3[NH:2][C:27]2[CH:28]=[CH:29][C:30]([N:31]3[CH:8]=[N:9][CH:10]=[N:11]3)=[CH:32][CH:33]=2)[CH:19]=[CH:18][C:17]=1[F:20]. The catalyst class is: 52. (5) Reactant: Cl.[NH2:2][C:3]1[CH:7]=[CH:6][NH:5][C:4]=1[C:8]([O:10]CC)=O.C(O)(=O)C.[CH:17](N)=[NH:18]. Product: [N:2]1[C:3]2[CH:7]=[CH:6][NH:5][C:4]=2[C:8](=[O:10])[NH:18][CH:17]=1. The catalyst class is: 14. (6) Reactant: C([O:4][CH:5]([CH2:22][C:23]1[CH:28]=[CH:27][C:26]([F:29])=[C:25]([O:30][C:31]2[CH:36]=[CH:35][CH:34]=[CH:33][CH:32]=2)[CH:24]=1)[C:6]([C@H:11]([C:15]1[CH:20]=[CH:19][C:18]([Cl:21])=[CH:17][CH:16]=1)[CH:12]1[CH2:14][CH2:13]1)([F:10])[C:7]([O-:9])=[O:8])(=O)C.[OH-].[Na+].CO. Product: [Cl:21][C:18]1[CH:19]=[CH:20][C:15]([C@H:11]([CH:12]2[CH2:14][CH2:13]2)[C:6]([F:10])([CH:5]([OH:4])[CH2:22][C:23]2[CH:28]=[CH:27][C:26]([F:29])=[C:25]([O:30][C:31]3[CH:36]=[CH:35][CH:34]=[CH:33][CH:32]=3)[CH:24]=2)[C:7]([OH:9])=[O:8])=[CH:16][CH:17]=1. The catalyst class is: 7. (7) Reactant: C(OC([N:8]1[CH2:13][CH:12]=[C:11]([C:14]2[C:22]3[C:17](=[CH:18][CH:19]=[C:20]([NH:23][C:24]4[N:29]=[C:28]([NH:30][CH2:31][C:32]5[CH:37]=[CH:36][C:35]([C:38]([F:41])([F:40])[F:39])=[CH:34][CH:33]=5)[C:27]([Br:42])=[CH:26][N:25]=4)[CH:21]=3)[NH:16][CH:15]=2)[CH2:10][CH2:9]1)=O)(C)(C)C.FC(F)(F)C(O)=O. Product: [Br:42][C:27]1[C:28]([NH:30][CH2:31][C:32]2[CH:37]=[CH:36][C:35]([C:38]([F:41])([F:39])[F:40])=[CH:34][CH:33]=2)=[N:29][C:24]([NH:23][C:20]2[CH:21]=[C:22]3[C:17](=[CH:18][CH:19]=2)[NH:16][CH:15]=[C:14]3[C:11]2[CH2:12][CH2:13][NH:8][CH2:9][CH:10]=2)=[N:25][CH:26]=1. The catalyst class is: 4.